Dataset: Catalyst prediction with 721,799 reactions and 888 catalyst types from USPTO. Task: Predict which catalyst facilitates the given reaction. (1) Product: [S:3]1[CH2:2][CH:24]1[CH2:23][S:22][CH2:21][C:17]1[CH:18]=[CH:19][CH:20]=[C:15]([CH2:14][S:13][CH2:12][CH:11]2[S:28][CH2:27]2)[CH:16]=1. The catalyst class is: 224. Reactant: N[C:2](N)=[S:3].[N+]([O-])([O-])=O.[NH4+].O1[CH2:27][CH:11]1[CH2:12][S:13][CH2:14][C:15]1[CH:20]=[CH:19][CH:18]=[C:17]([CH2:21][S:22][CH2:23][CH:24]2OC2)[CH:16]=1.[S:28](=O)(=O)(O)O. (2) Reactant: [NH2:1][C:2]1[N:6]([C:7]2[C:12]([Cl:13])=[CH:11][C:10]([Cl:14])=[CH:9][C:8]=2[Cl:15])[N:5]=[C:4]([C:16]2[CH:21]=[CH:20][N:19]=[CH:18][CH:17]=2)[C:3]=1[C:22]([O:24]CC)=[O:23].[OH-].[K+]. Product: [NH2:1][C:2]1[N:6]([C:7]2[C:8]([Cl:15])=[CH:9][C:10]([Cl:14])=[CH:11][C:12]=2[Cl:13])[N:5]=[C:4]([C:16]2[CH:17]=[CH:18][N:19]=[CH:20][CH:21]=2)[C:3]=1[C:22]([OH:24])=[O:23]. The catalyst class is: 6. (3) Reactant: [C:1]([O:5][C:6](=[O:22])[NH:7][C:8]1[CH:13]=[CH:12][C:11]([C:14]#[C:15][C:16]2[CH:21]=[CH:20][CH:19]=[CH:18][CH:17]=2)=[CH:10][CH:9]=1)([CH3:4])([CH3:3])[CH3:2]. Product: [C:1]([O:5][C:6](=[O:22])[NH:7][C:8]1[CH:9]=[CH:10][C:11]([CH2:14][CH2:15][C:16]2[CH:21]=[CH:20][CH:19]=[CH:18][CH:17]=2)=[CH:12][CH:13]=1)([CH3:4])([CH3:2])[CH3:3]. The catalyst class is: 19. (4) Reactant: [C:1]1([C:23]2[CH:28]=[CH:27][CH:26]=[CH:25][CH:24]=2)[CH:6]=[CH:5][C:4]([CH2:7][C@H:8]2[N:12]([CH2:13][C:14]3[CH:19]=[CH:18][C:17](OC)=[CH:16][CH:15]=3)[C:11](=[O:22])[CH2:10][CH2:9]2)=[CH:3][CH:2]=1.[H-].[Na+].[C:31](Cl)(=[O:38])[C:32]1[CH:37]=[CH:36][CH:35]=[CH:34][CH:33]=1.[C:40]1(C)C=CC=CC=1. Product: [C:31]([C@@H:10]1[CH2:9][CH:8]([CH2:7][C:4]2[CH:5]=[CH:6][C:1]([C:23]3[CH:24]=[CH:25][CH:26]=[CH:27][CH:28]=3)=[CH:2][CH:3]=2)[N:12](/[CH:13]=[CH:14]/[C:15]2[CH:16]=[CH:17][CH:18]=[CH:19][CH:40]=2)[C:11]1=[O:22])(=[O:38])[C:32]1[CH:37]=[CH:36][CH:35]=[CH:34][CH:33]=1. The catalyst class is: 775.